From a dataset of Full USPTO retrosynthesis dataset with 1.9M reactions from patents (1976-2016). Predict the reactants needed to synthesize the given product. (1) Given the product [CH2:1]([O:8][CH2:9][N:10]1[C:18]2[C:17]([NH2:19])=[N:16][C:15]([CH2:20][CH2:21][CH2:22][CH3:23])=[N:14][C:13]=2[C:12]([C:24]#[C:25][CH2:26][CH2:27][CH2:28][CH2:29][N:34]2[CH2:35][CH2:36][CH2:33][CH2:32]2)=[C:11]1[CH3:31])[C:2]1[CH:7]=[CH:6][CH:5]=[CH:4][CH:3]=1, predict the reactants needed to synthesize it. The reactants are: [CH2:1]([O:8][CH2:9][N:10]1[C:18]2[C:17]([NH2:19])=[N:16][C:15]([CH2:20][CH2:21][CH2:22][CH3:23])=[N:14][C:13]=2[C:12]([C:24]#[C:25][CH2:26][CH2:27][CH2:28][CH2:29]Cl)=[C:11]1[CH3:31])[C:2]1[CH:7]=[CH:6][CH:5]=[CH:4][CH:3]=1.[CH2:32]([N:34](CC)[CH2:35][CH3:36])[CH3:33].N1CCCC1. (2) Given the product [CH3:26][O:25][C:16]1[CH:17]=[C:18]2[C:23](=[C:14]([N:11]3[CH2:10][CH2:9][NH:8][CH2:13][CH2:12]3)[CH:15]=1)[N:22]=[CH:21][CH:20]=[C:19]2[CH3:24], predict the reactants needed to synthesize it. The reactants are: C([N:8]1[CH2:13][CH2:12][N:11]([C:14]2[CH:15]=[C:16]([O:25][CH3:26])[CH:17]=[C:18]3[C:23]=2[N:22]=[CH:21][CH:20]=[C:19]3[CH3:24])[CH2:10][CH2:9]1)C1C=CC=CC=1.ClC(OC=C)=O. (3) Given the product [O:13]1[C:8]2[CH:7]=[CH:6][C:5]([C:3]3[N:29]=[C:30]4[CH:35]=[CH:34][CH:33]=[CH:32][N:31]4[CH:2]=3)=[CH:14][C:9]=2[CH2:10][CH2:11][CH2:12]1, predict the reactants needed to synthesize it. The reactants are: Br[CH2:2][C:3]([C:5]1[CH:6]=[CH:7][C:8]2[O:13][CH2:12][CH2:11][CH2:10][C:9]=2[CH:14]=1)=O.BrCC(C1C2OCCCC=2C=CC=1)=O.[NH2:29][C:30]1[CH:35]=[CH:34][CH:33]=[CH:32][N:31]=1. (4) Given the product [CH:40]1([C:38]([NH:37][C:35]2[N:36]=[C:31]3[CH:30]=[CH:29][C:28]([O:27][C:26]4[CH:43]=[CH:44][C:45]([F:46])=[C:24]([NH:23][C:8]([C:6]5[N:5]([CH3:11])[N:4]=[C:3]([CH2:1][CH3:2])[CH:7]=5)=[O:10])[CH:25]=4)=[CH:33][N:32]3[N:34]=2)=[O:39])[CH2:41][CH2:42]1, predict the reactants needed to synthesize it. The reactants are: [CH2:1]([C:3]1[CH:7]=[C:6]([C:8]([OH:10])=O)[N:5]([CH3:11])[N:4]=1)[CH3:2].O1CCCC1.C(Cl)(=O)C(Cl)=O.[NH2:23][C:24]1[CH:25]=[C:26]([CH:43]=[CH:44][C:45]=1[F:46])[O:27][C:28]1[CH:29]=[CH:30][C:31]2[N:32]([N:34]=[C:35]([NH:37][C:38]([CH:40]3[CH2:42][CH2:41]3)=[O:39])[N:36]=2)[CH:33]=1.